From a dataset of Peptide-MHC class I binding affinity with 185,985 pairs from IEDB/IMGT. Regression. Given a peptide amino acid sequence and an MHC pseudo amino acid sequence, predict their binding affinity value. This is MHC class I binding data. (1) The binding affinity (normalized) is 0.626. The peptide sequence is FPYLVAYQA. The MHC is HLA-B51:01 with pseudo-sequence HLA-B51:01. (2) The peptide sequence is MLIASTTGM. The MHC is HLA-B15:02 with pseudo-sequence HLA-B15:02. The binding affinity (normalized) is 0.770. (3) The peptide sequence is GRGPIRFVL. The MHC is HLA-A02:19 with pseudo-sequence HLA-A02:19. The binding affinity (normalized) is 0.0847.